This data is from Experimentally validated miRNA-target interactions with 360,000+ pairs, plus equal number of negative samples. The task is: Binary Classification. Given a miRNA mature sequence and a target amino acid sequence, predict their likelihood of interaction. (1) The miRNA is hsa-miR-497-5p with sequence CAGCAGCACACUGUGGUUUGU. The protein sequence of the target gene is MSSFSESALEKKLSELSNSQQSVQTLSLWLIHHRKHAGPIVSVWHRELRKAKSNRKLTFLYLANDVIQNSKRKGPEFTREFESVLVDAFSHVAREADEGCKKPLERLLNIWQERSVYGGEFIQQLKLSMEDSKSPPPKATEEKKSLKRTFQQIQEEEDDDYPGSYSPQDPSAGPLLTEELIKALQDLENAASGDATVRQKIASLPQEVQDVSLLEKITDKEAAERLSKTVDEACLLLAEYNGRLAAELEDRRQLARMLVEYTQNQKDVLSEKEKKLEEYKQKLARVTQVRKELKSHIQSL.... Result: 1 (interaction). (2) The miRNA is hsa-miR-455-3p with sequence GCAGUCCAUGGGCAUAUACAC. The protein sequence of the target gene is MADKVRRQRPRRRVCWALVAVLLADLLALSDTLAVMSVDLGSESMKVAIVKPGVPMEIVLNKESRRKTPVIVTLKENERFFGDSAASMAIKNPKATLRYFQHLLGKQADNPHVALYQARFPEHELTFDPQRQTVHFQISSQLQFSPEEVLGMVLNYSRSLAEDFAEQPIKDAVITVPVFFNQAERRAVLQAARMAGLKVLQLINDNTATALSYGVFRRKDINTTAQNIMFYDMGSGSTVCTIVTYQMVKTKEAGMQPQLQIRGVGFDRTLGGLEMELRLRERLAGLFNEQRKGQRAKDVR.... Result: 1 (interaction). (3) The miRNA is mmu-miR-466j with sequence UGUGUGCAUGUGCAUGUGUGUAA. The protein sequence of the target gene is MISTARVPADKPVRIAFSLNDASDDTPPEDSIPLVFPELDQQLQPLPPCHDSEESMEVFKQHCQIAEEYHEVKKEITLLEQRKKELIAKLDQAEKEKVDAAELVREFEALTEENRTLRLAQSQCVEQLEKLRIQYQKRQGSS. Result: 0 (no interaction). (4) The miRNA is hsa-miR-6858-3p with sequence CAGCCAGCCCCUGCUCACCCCU. The protein sequence of the target gene is MAAAAAAALESWQAAAPRKRRSAARRPRRREAAPRGREAAPRGREAAPRGPEAEFESDSGVVLRRIWEAEKDLFISDFWSSALETINRCLTKHLEQLKAPVGTLSDIFGNLHLDSLPEESDVATDSIPREILVTGTCHLKCVCYGIGNFATCIVARNQLTFLLLLLEKCQIPRSHCWVYDPLFSQLEIEVLNTLGVTVLSENEEGKRSIRGEPTIFYMLHCGTALYNNLLWSNWSVDALSKMVIIGNSFKGLEERLLARILQKNYPYIAKILKGLEELEFPQTSQYMDIFNDTSVHWFPV.... Result: 1 (interaction). (5) The miRNA is mmu-miR-28c with sequence AGGAGCUCACAGUCUAUUGA. The protein sequence of the target gene is MTGVFDSLVADMHSTQITASSTYHQHQQPPSGAGAGPGGNSNSSSSNSSLHKPQESPTLPVSTATDSSYYTNQQHPAGGGGGGASPYAHMGSYQYHASGLNNVSYSAKSSYDLGYTAAYTSYAPYGTSSSPVNNEPDKEDLEPEIRIVNGKPKKVRKPRTIYSSFQLAALQRRFQKTQYLALPERAELAASLGLTQTQVKIWFQNRRSKFKKMWKSGEIPTEQHPGASASPPCASPPVSAPASWDFGAPQRMAGGGPGSGGGGAGSSGSSPSSAASAFLGNYPWYHQASGSASHLQATAP.... Result: 0 (no interaction). (6) The miRNA is hsa-miR-377-5p with sequence AGAGGUUGCCCUUGGUGAAUUC. The protein sequence of the target gene is MQQRGAAGSRGCALFPLLGVLFFQGVYIVFSLEIRADAHVRGYVGEKIKLKCTFKSTSDVTDKLTIDWTYRPPSSSHTVSIFHYQSFQYPTTAGTFRDRISWVGNVYKGDASISISNPTIKDNGTFSCAVKNPPDVHHNIPMTELTVTERGFGTMLSSVALLSILVFVPSAVVVALLLVRMGRKAAGLKKRSRSGYKKSSIEVSDDTDQEEEEACMARLCVRCAECLDSDYEETY. Result: 1 (interaction). (7) The miRNA is hsa-miR-4732-3p with sequence GCCCUGACCUGUCCUGUUCUG. The protein sequence of the target gene is MAELEAVADDLDALIDDLDYLPGHFHLEMQLNFEPRSPAPQRARDLKLQREGLRQELQLAAAPQRPAVRHLLGAFAFYLEELDEARECFLEVAHEHPGNLNAWANLAHVYGRLGQEEEEEACAARLADLMGLAEEPEAAGDPQLRAARCLAEQGYAHGFDVGCASPEERARGLAAGIALYDKALGYGQQIPMEEKRGWYFTMATLYIRLDGIFLELGSEEQKRLPAFNRTLALLRQVLKSEDPRHRALAWCYLGMLLERKDTFSTTPMGVHDCGYSGTDPLDCFGKAIEIAKNQPPILNR.... Result: 0 (no interaction).